The task is: Predict the reaction yield, written as a fraction of the theoretical maximum amount of product (1.0 means a 100% yield; for example, 0.34 means a 34% yield).. This data is from Buchwald-Hartwig C-N cross coupling reaction yields with 55,370 reactions. (1) The reactants are Brc1ccccn1.Cc1ccc(N)cc1.O=S(=O)(O[Pd]1c2ccccc2-c2ccccc2N~1)C(F)(F)F.COc1ccc(OC)c(P([C@]23C[C@H]4C[C@H](C[C@H](C4)C2)C3)[C@]23C[C@H]4C[C@H](C[C@H](C4)C2)C3)c1-c1c(C(C)C)cc(C(C)C)cc1C(C)C.CCN=P(N=P(N(C)C)(N(C)C)N(C)C)(N(C)C)N(C)C.Cc1ccno1. No catalyst specified. The product is Cc1ccc(Nc2ccccn2)cc1. The yield is 0.218. (2) The reactants are FC(F)(F)c1ccc(I)cc1.Cc1ccc(N)cc1.O=S(=O)(O[Pd]1c2ccccc2-c2ccccc2N~1)C(F)(F)F.COc1ccc(OC)c(P([C@]23C[C@H]4C[C@H](C[C@H](C4)C2)C3)[C@]23C[C@H]4C[C@H](C[C@H](C4)C2)C3)c1-c1c(C(C)C)cc(C(C)C)cc1C(C)C.CN1CCCN2CCCN=C12.c1ccc(-c2cnoc2)cc1. No catalyst specified. The product is Cc1ccc(Nc2ccc(C(F)(F)F)cc2)cc1. The yield is 0.484. (3) The reactants are CCc1ccc(Br)cc1.Cc1ccc(N)cc1.O=S(=O)(O[Pd]1c2ccccc2-c2ccccc2N~1)C(F)(F)F.CC(C)c1cc(C(C)C)c(-c2ccccc2P(C2CCCCC2)C2CCCCC2)c(C(C)C)c1.CN1CCCN2CCCN=C12.COC(=O)c1cc(-c2ccco2)on1. No catalyst specified. The product is CCc1ccc(Nc2ccc(C)cc2)cc1. The yield is 0.173. (4) The reactants are CCc1ccc(Br)cc1.Cc1ccc(N)cc1.O=S(=O)(O[Pd]1c2ccccc2-c2ccccc2N~1)C(F)(F)F.COc1ccc(OC)c(P(C(C)(C)C)C(C)(C)C)c1-c1c(C(C)C)cc(C(C)C)cc1C(C)C.CN(C)C(=NC(C)(C)C)N(C)C.COC(=O)c1cc(-c2ccco2)on1. No catalyst specified. The product is CCc1ccc(Nc2ccc(C)cc2)cc1. The yield is 0.506. (5) The reactants are CCc1ccc(Br)cc1.Cc1ccc(N)cc1.O=S(=O)(O[Pd]1c2ccccc2-c2ccccc2N~1)C(F)(F)F.COc1ccc(OC)c(P([C@]23C[C@H]4C[C@H](C[C@H](C4)C2)C3)[C@]23C[C@H]4C[C@H](C[C@H](C4)C2)C3)c1-c1c(C(C)C)cc(C(C)C)cc1C(C)C.CN(C)C(=NC(C)(C)C)N(C)C.Fc1cccc(F)c1-c1ccno1. No catalyst specified. The product is CCc1ccc(Nc2ccc(C)cc2)cc1. The yield is 0.241. (6) The reactants are Ic1ccccn1.Cc1ccc(N)cc1.O=S(=O)(O[Pd]1c2ccccc2-c2ccccc2N~1)C(F)(F)F.CC(C)c1cc(C(C)C)c(-c2ccccc2P(C(C)(C)C)C(C)(C)C)c(C(C)C)c1.CN1CCCN2CCCN=C12.Fc1cccc(F)c1-c1ccno1. No catalyst specified. The product is Cc1ccc(Nc2ccccn2)cc1. The yield is 0.822. (7) The reactants are Ic1ccccn1.Cc1ccc(N)cc1.O=S(=O)(O[Pd]1c2ccccc2-c2ccccc2N~1)C(F)(F)F.COc1ccc(OC)c(P([C@]23C[C@H]4C[C@H](C[C@H](C4)C2)C3)[C@]23C[C@H]4C[C@H](C[C@H](C4)C2)C3)c1-c1c(C(C)C)cc(C(C)C)cc1C(C)C.CCN=P(N=P(N(C)C)(N(C)C)N(C)C)(N(C)C)N(C)C.c1ccc(-c2ccno2)cc1. No catalyst specified. The product is Cc1ccc(Nc2ccccn2)cc1. The yield is 0.242. (8) The reactants are FC(F)(F)c1ccc(I)cc1.Cc1ccc(N)cc1.O=S(=O)(O[Pd]1c2ccccc2-c2ccccc2N~1)C(F)(F)F.COc1ccc(OC)c(P(C(C)(C)C)C(C)(C)C)c1-c1c(C(C)C)cc(C(C)C)cc1C(C)C.CN1CCCN2CCCN=C12.c1ccc(-c2cnoc2)cc1. No catalyst specified. The product is Cc1ccc(Nc2ccc(C(F)(F)F)cc2)cc1. The yield is 0.542. (9) The reactants are Clc1ccccn1.Cc1ccc(N)cc1.O=S(=O)(O[Pd]1c2ccccc2-c2ccccc2N~1)C(F)(F)F.CC(C)c1cc(C(C)C)c(-c2ccccc2P(C2CCCCC2)C2CCCCC2)c(C(C)C)c1.CN(C)C(=NC(C)(C)C)N(C)C.COC(=O)c1ccno1. No catalyst specified. The product is Cc1ccc(Nc2ccccn2)cc1. The yield is 0.117. (10) The reactants are FC(F)(F)c1ccc(I)cc1.Cc1ccc(N)cc1.O=S(=O)(O[Pd]1c2ccccc2-c2ccccc2N~1)C(F)(F)F.CC(C)c1cc(C(C)C)c(-c2ccccc2P(C2CCCCC2)C2CCCCC2)c(C(C)C)c1.CN1CCCN2CCCN=C12.c1ccc(CN(Cc2ccccc2)c2ccno2)cc1. No catalyst specified. The product is Cc1ccc(Nc2ccc(C(F)(F)F)cc2)cc1. The yield is 0.232.